From a dataset of Reaction yield outcomes from USPTO patents with 853,638 reactions. Predict the reaction yield, written as a fraction of the theoretical maximum amount of product (1.0 means a 100% yield; for example, 0.34 means a 34% yield). (1) The reactants are [C:1]([N:8]1[CH:12]=[CH:11]N=[CH:9]1)([N:3]1C=CN=C1)=[S:2].N1CC[O:16][CH2:15]C1. The catalyst is C1COCC1. The product is [N:8]1([C:1](=[S:2])[NH2:3])[CH2:12][CH2:11][O:16][CH2:15][CH2:9]1. The yield is 0.280. (2) The reactants are Cl[C:2]1[N:7]=[C:6]([NH:8][CH2:9][C:10]([O:12][CH2:13][CH3:14])=[O:11])[CH:5]=[N:4][CH:3]=1.C(=O)([O-])[O-].[K+].[K+].[H][H]. The catalyst is C(O)C.[OH-].[Pd+2].[OH-]. The product is [N:7]1[CH:2]=[CH:3][N:4]=[CH:5][C:6]=1[NH:8][CH2:9][C:10]([O:12][CH2:13][CH3:14])=[O:11]. The yield is 0.760.